From a dataset of Full USPTO retrosynthesis dataset with 1.9M reactions from patents (1976-2016). Predict the reactants needed to synthesize the given product. (1) Given the product [CH:9]1([C:8]#[C:7][C:5]2[S:4][C:3]([C:12]([O:14][CH3:15])=[O:13])=[C:2]([NH:16][CH2:17][C:18]([N:20]3[CH2:25][CH2:24][O:23][CH2:22][CH2:21]3)=[O:19])[CH:6]=2)[CH2:11][CH2:10]1, predict the reactants needed to synthesize it. The reactants are: Br[C:2]1[CH:6]=[C:5]([C:7]#[C:8][CH:9]2[CH2:11][CH2:10]2)[S:4][C:3]=1[C:12]([O:14][CH3:15])=[O:13].[NH2:16][CH2:17][C:18]([N:20]1[CH2:25][CH2:24][O:23][CH2:22][CH2:21]1)=[O:19].Cl.C([O-])([O-])=O.[Cs+].[Cs+].C1C=CC(P(C2C(C3C(P(C4C=CC=CC=4)C4C=CC=CC=4)=CC=C4C=3C=CC=C4)=C3C(C=CC=C3)=CC=2)C2C=CC=CC=2)=CC=1. (2) Given the product [F:1][C:2]1[CH:3]=[CH:4][C:5]([CH2:10][CH2:11][C:12]2[CH:13]=[CH:14][C:15]([O:18][CH3:19])=[CH:16][CH:17]=2)=[C:6]([CH2:8][OH:9])[CH:7]=1, predict the reactants needed to synthesize it. The reactants are: [F:1][C:2]1[CH:3]=[CH:4][C:5](/[CH:10]=[CH:11]/[C:12]2[CH:17]=[CH:16][C:15]([O:18][CH3:19])=[CH:14][CH:13]=2)=[C:6]([CH2:8][OH:9])[CH:7]=1.